Dataset: Full USPTO retrosynthesis dataset with 1.9M reactions from patents (1976-2016). Task: Predict the reactants needed to synthesize the given product. Given the product [CH2:25]([N:24]([CH3:23])[CH2:6][CH2:7][N:8]1[CH:12]=[C:11]([C:13]2[CH:18]=[C:17]([C:19]([O:21][CH3:22])=[O:20])[CH:16]=[CH:15][N:14]=2)[N:10]=[CH:9]1)[C:26]1[CH:31]=[CH:30][CH:29]=[CH:28][CH:27]=1, predict the reactants needed to synthesize it. The reactants are: CS(O[CH2:6][CH2:7][N:8]1[CH:12]=[C:11]([C:13]2[CH:18]=[C:17]([C:19]([O:21][CH3:22])=[O:20])[CH:16]=[CH:15][N:14]=2)[N:10]=[CH:9]1)(=O)=O.[CH3:23][NH:24][CH2:25][C:26]1[CH:31]=[CH:30][CH:29]=[CH:28][CH:27]=1.